Dataset: Full USPTO retrosynthesis dataset with 1.9M reactions from patents (1976-2016). Task: Predict the reactants needed to synthesize the given product. (1) Given the product [Cl:37][C:32]1[C:31]([CH3:38])=[N:30][C:29]2[N:34]([N:35]=[C:27]3[CH2:26][N:25]([C:23]([C:17]4[CH:18]=[CH:19][C:20]([F:22])=[CH:21][C:16]=4[O:15][C@@H:12]4[CH2:13][CH2:14][NH:9][C@@H:10]([C:40]([F:41])([F:43])[F:42])[CH2:11]4)=[O:24])[CH2:39][C:28]3=2)[C:33]=1[CH3:36], predict the reactants needed to synthesize it. The reactants are: Cl.C(OC([N:9]1[CH2:14][CH2:13][C@@H:12]([O:15][C:16]2[CH:21]=[C:20]([F:22])[CH:19]=[CH:18][C:17]=2[C:23]([N:25]2[CH2:39][C:28]3=[C:29]4[N:34]([N:35]=[C:27]3[CH2:26]2)[C:33]([CH3:36])=[C:32]([Cl:37])[C:31]([CH3:38])=[N:30]4)=[O:24])[CH2:11][C@@H:10]1[C:40]([F:43])([F:42])[F:41])=O)(C)(C)C.[OH-].[Na+]. (2) Given the product [CH:32]1[C:33]2[CH:34]([CH2:36][O:37][C:38]([N:40]3[C@H:47]4[C@H:43]([N:44]([C:49]([O:51][C:52]([CH3:55])([CH3:54])[CH3:53])=[O:50])[CH2:45][C:46]4=[O:48])[CH2:42][O:41]3)=[O:39])[C:35]3[C:27](=[CH:26][CH:25]=[CH:24][CH:23]=3)[C:28]=2[CH:29]=[CH:30][CH:31]=1, predict the reactants needed to synthesize it. The reactants are: CC(OI1(OC(C)=O)(OC(C)=O)OC(=O)C2C=CC=CC1=2)=O.[CH:23]1[C:35]2[CH:34]([CH2:36][O:37][C:38]([N:40]3[C@H:47]4[C@H:43]([N:44]([C:49]([O:51][C:52]([CH3:55])([CH3:54])[CH3:53])=[O:50])[CH2:45][C@@H:46]4[OH:48])[CH2:42][O:41]3)=[O:39])[C:33]3[C:28](=[CH:29][CH:30]=[CH:31][CH:32]=3)[C:27]=2[CH:26]=[CH:25][CH:24]=1. (3) Given the product [CH2:1]([N:3]1[C:7](=[NH:8])/[C:6](=[CH:9]/[C:10]2[CH:15]=[CH:14][C:13]([O:16][C:21]3[CH:28]=[CH:27][C:24]([C:25]#[N:26])=[CH:23][C:22]=3[C:29]([F:30])([F:32])[F:31])=[C:12]([O:17][CH3:18])[CH:11]=2)/[NH:5][C:4]1=[O:19])[CH3:2], predict the reactants needed to synthesize it. The reactants are: [CH2:1]([N:3]1[C:7](=[NH:8])/[C:6](=[CH:9]/[C:10]2[CH:15]=[CH:14][C:13]([OH:16])=[C:12]([O:17][CH3:18])[CH:11]=2)/[NH:5][C:4]1=[O:19])[CH3:2].F[C:21]1[CH:28]=[CH:27][C:24]([C:25]#[N:26])=[CH:23][C:22]=1[C:29]([F:32])([F:31])[F:30].C(=O)([O-])[O-].[Cs+].[Cs+].O. (4) Given the product [NH2:1][C:2]1[CH:7]=[C:6]([O:8][C:9]2[CH:10]=[CH:11][C:12]3[O:16][C@@H:15]4[C@@H:17]([C:18]([OH:20])=[O:19])[C@@H:14]4[C:13]=3[CH:23]=2)[CH:5]=[CH:4][N:3]=1, predict the reactants needed to synthesize it. The reactants are: [NH2:1][C:2]1[CH:7]=[C:6]([O:8][C:9]2[CH:10]=[CH:11][C:12]3[O:16][C@@H:15]4[C@@H:17]([C:18]([O:20]CC)=[O:19])[C@@H:14]4[C:13]=3[CH:23]=2)[CH:5]=[CH:4][N:3]=1.[OH-].[Na+]. (5) The reactants are: [Cl:1][C:2]1[C:3]([O:11][CH3:12])=[C:4]([NH2:10])[C:5]([CH3:9])=[C:6]([CH3:8])[CH:7]=1.N1C=CC=CC=1.[C:19](OC(=O)C)(=[O:21])[CH3:20].CO. Given the product [Cl:1][C:2]1[C:3]([O:11][CH3:12])=[C:4]([NH:10][C:19](=[O:21])[CH3:20])[C:5]([CH3:9])=[C:6]([CH3:8])[CH:7]=1, predict the reactants needed to synthesize it. (6) Given the product [CH3:7][O:8][C:9]1[CH:17]=[CH:16][C:12]([CH2:13][CH2:14][NH:15][CH2:3][CH2:2][C:1]([O:5][CH3:6])=[O:4])=[CH:11][CH:10]=1, predict the reactants needed to synthesize it. The reactants are: [C:1]([O:5][CH3:6])(=[O:4])[CH:2]=[CH2:3].[CH3:7][O:8][C:9]1[CH:17]=[CH:16][C:12]([CH2:13][CH2:14][NH2:15])=[CH:11][CH:10]=1.